From a dataset of Reaction yield outcomes from USPTO patents with 853,638 reactions. Predict the reaction yield, written as a fraction of the theoretical maximum amount of product (1.0 means a 100% yield; for example, 0.34 means a 34% yield). (1) The reactants are [Cl:1][C:2]1[C:3]([C:42]([OH:44])=O)=[N:4][N:5]([C:8]2[CH:13]=[CH:12][C:11]([C:14](=[O:29])[NH:15][S:16]([C:19]3[CH:28]=[CH:27]C4C(=CC=CC=4)[CH:20]=3)(=[O:18])=[O:17])=[CH:10][C:9]=2[C:30]([N:32]2[CH2:41][CH2:40][C:39]3[C:34](=[CH:35][CH:36]=[CH:37][CH:38]=3)[CH2:33]2)=[O:31])[C:6]=1[CH3:7].[CH2:45]([NH:52][CH2:53][CH2:54][CH2:55][CH3:56])[C:46]1[CH:51]=[CH:50][CH:49]=[CH:48][CH:47]=1. No catalyst specified. The product is [CH2:45]([N:52]([CH2:53][CH2:54][CH2:55][CH3:56])[C:42]([C:3]1[C:2]([Cl:1])=[C:6]([CH3:7])[N:5]([C:8]2[CH:13]=[CH:12][C:11]([C:14](=[O:29])[NH:15][S:16]([C:19]3[CH:20]=[CH:11][C:10]4[C:27](=[CH:12][CH:13]=[CH:8][CH:9]=4)[CH:28]=3)(=[O:17])=[O:18])=[CH:10][C:9]=2[C:30]([N:32]2[CH2:33][CH2:34][C:35]3[C:40](=[CH:39][CH:38]=[CH:37][CH:36]=3)[CH2:41]2)=[O:31])[N:4]=1)=[O:44])[C:46]1[CH:51]=[CH:50][CH:49]=[CH:48][CH:47]=1. The yield is 0.680. (2) The product is [F:4][C:1]([F:2])([F:3])[C:5]([NH:11][CH2:12][CH2:13][CH2:14][N:15]([CH3:32])[CH2:16][CH2:17][CH2:18][NH:19][C:20]1[N:21]=[N+:22]([O-:31])[C:23]2[CH:29]=[CH:28][C:27]([CH3:30])=[CH:26][C:24]=2[N:25]=1)=[O:7]. The reactants are [C:1]([C:5]([O:7]CC)=O)([F:4])([F:3])[F:2].O.[NH2:11][CH2:12][CH2:13][CH2:14][N:15]([CH3:32])[CH2:16][CH2:17][CH2:18][NH:19][C:20]1[N:21]=[N+:22]([O-:31])[C:23]2[CH:29]=[CH:28][C:27]([CH3:30])=[CH:26][C:24]=2[N:25]=1. The catalyst is CC#N. The yield is 1.00. (3) The reactants are [N:1]12[CH2:8][CH2:7][CH:4]([CH2:5][CH2:6]1)[CH:3]([NH2:9])[CH2:2]2.[C:10]1([C:19]2[CH:24]=[CH:23][CH:22]=[CH:21][CH:20]=2)[CH:15]=[CH:14][CH:13]=[C:12]([C:16](O)=[O:17])[CH:11]=1. No catalyst specified. The product is [N:1]12[CH2:8][CH2:7][CH:4]([CH2:5][CH2:6]1)[CH:3]([NH:9][C:16]([C:12]1[CH:11]=[C:10]([C:19]3[CH:24]=[CH:23][CH:22]=[CH:21][CH:20]=3)[CH:15]=[CH:14][CH:13]=1)=[O:17])[CH2:2]2. The yield is 0.680.